Dataset: Experimentally validated miRNA-target interactions with 360,000+ pairs, plus equal number of negative samples. Task: Binary Classification. Given a miRNA mature sequence and a target amino acid sequence, predict their likelihood of interaction. (1) The miRNA is hsa-miR-376a-2-5p with sequence GGUAGAUUUUCCUUCUAUGGU. Result: 0 (no interaction). The protein sequence of the target gene is MASYYEILDVPRSASADDIKKAYRRKALQWHPDKNPDNKEFAEKKFKEVAEAYEVLSDKHKREIYDRYGREGLTGTGTGPSRAEAGSGGPGFTFTFRSPEEVFREFFGSGDPFAELFDDLGPFSELQNRGSRHSGPFFTFSSSFPGHSDFSSSSFSFSPGAGAFRSVSTSTTFVQGRRITTRRIMENGQERVEVEEDGQLKSVTINGVPDDLALGLELSRREQQPSVTSRSGGTQVQQTPASCPLDSDLSEDEDLQLAMAYSLSEMEAAGKKPAGGREAQHRRQGRPKAQHQDPGLGGTQ.... (2) The miRNA is hsa-miR-6775-5p with sequence UCGGGGCAUGGGGGAGGGAGGCUGG. The protein sequence of the target gene is MLPGAWLLWTSLLLLARPAQPCPMGCDCFVQEVFCSDEELATVPLDIPPYTKNIIFVETSFTTLETRAFGSNPNLTKVVFLNTQLCQFRPDAFGGLPRLEDLEVTGSSFLNLSTNIFSNLTSLGKLTLNFNMLEALPEGLFQHLAALESLHLQGNQLQALPRRLFQPLTHLKTLNLAQNLLAQLPEELFHPLTSLQTLKLSNNALSGLPQGVFGKLGSLQELFLDSNNISELPPQVFSQLFCLERLWLQRNAITHLPLSIFASLGNLTFLSLQWNMLRVLPAGLFAHTPCLVGLSLTHNQ.... Result: 0 (no interaction). (3) The miRNA is hsa-miR-3609 with sequence CAAAGUGAUGAGUAAUACUGGCUG. The protein sequence of the target gene is MAAAEPAVLALPNSGAGGAGAPSGTVPVLFCFSVFARPSSVPHGAGYELLIQKFLSLYGDQIDMHRKFVVQLFAEEWGQYVDLPKGFAVSERCKVRLVPLQIQLTTLGNLTPSSTVFFCCDMQERFRPAIKYFGDIISVGQRLLQGARILGIPVIVTEQYPKGLGSTVQEIDLTGVKLVLPKTKFSMVLPEVEAALAEIPGVRSVVLFGVETHVCIQQTALELVGRGVEVHIVADATSSRSMMDRMFALERLARTGIIVTTSEAVLLQLVADKDHPKFKEIQNLIKASAPESGLLSKV. Result: 1 (interaction). (4) The miRNA is mmu-miR-32-5p with sequence UAUUGCACAUUACUAAGUUGCA. The protein sequence of the target gene is MDSENCSITENSSSHLERGQKDHGTSIHFEKHHEGSIQVSIPWAVLIVVLITSLIIALIALNVGKYNCPGLYEKLESSDHHVATCKNEWISYKRTCYFFSTTTKSWALAQRSCSEDAATLAVIDSEKDMTFLKRYSGELEHWIGLKNEANQTWKWANGKEFNSWFNLTGSGRCVSVNHKNVTAVDCEANFHWVCSKPSR. Result: 1 (interaction). (5) The miRNA is hsa-miR-4489 with sequence UGGGGCUAGUGAUGCAGGACG. The protein sequence of the target gene is MEAPPVTMMPVTGGTINMMEYLLQGSVLDHSLESLIHRLRGLCDNMEPETFLDHEMVFLLKGQQASPFVLRARRSMDRAGAPWHLRYLGQPEMGDKNRHALVRNCVDIATSENLTDFLMEMGFRMDHEFVAKGHLFRKGIMKVVVYKIFRILVPGNTDSTEALSLSYLVELSVVAPAGQDMVSDDMRNFAEQLKPLVHLEKIDPKRLM. Result: 0 (no interaction). (6) The miRNA is hsa-miR-5582-3p with sequence UAAAACUUUAAGUGUGCCUAGG. The protein sequence of the target gene is MPEQSNDYRVAVFGAGGVGKSSLVLRFVKGTFRESYIPTVEDTYRQVISCDKSICTLQITDTTGSHQFPAMQRLSISKGHAFILVYSITSRQSLEELKPIYEQICEIKGDVESIPIMLVGNKCDESPSREVQSSEAEALARTWKCAFMETSAKLNHNVKELFQELLNLEKRRTVSLQIDGKKSKQQKRKEKLKGKCVIM. Result: 1 (interaction). (7) The miRNA is hsa-miR-627-5p with sequence GUGAGUCUCUAAGAAAAGAGGA. The protein sequence of the target gene is MGPRGAASLPRGPGPRRLLLPVVLPLLLLLLLAPPGSGAGASRPPHLVFLLADDLGWNDVGFHGSRIRTPHLDALAAGGVLLDNYYTQPLCTPSRSQLLTGRYQIRTGLQHQIIWPCQPSCVPLDEKLLPQLLKEAGYTTHMVGKWHLGMYRKECLPTRRGFDTYFGYLLGSEDYYSHERCTLIDALNVTRCALDFRDGEEVATGYKNMYSTNIFTKRAIALITNHPPEKPLFLYLALQSVHEPLQVPEEYLKPYDFIQDKNRHHYAGMVSLMDEAVGNVTAALKSSGLWNNTVFIFSTD.... Result: 0 (no interaction). (8) The miRNA is hsa-miR-125a-3p with sequence ACAGGUGAGGUUCUUGGGAGCC. The protein sequence of the target gene is MLRWLIGGGREPQGLAEKSPLQTIGEEQTQNPYTELLVLKAHHDIVRFLVQLDDYRFASAGDDGIVVVWNAQTGEKLLELNGHTQKITAIITFPSLESCEEKNQLILTASADRTVIVWDGDTTRQVQRISCFQSTVKCLTVLQRLDVWLSGGNDLCVWNRKLDLLCKTSHLSDTGISALVEIPKNCVVAAVGKELIIFRLVAPTEGSLEWDILEVKRLLDHQDNILSLINVNDLSFVTGSHVGELIIWDALDWTMQAYERNFWDPSPQLDTQQEIKLCQKSNDISIHHFTCDEENVFAAV.... Result: 1 (interaction). (9) The miRNA is hsa-miR-7109-3p with sequence CAAGCCUCUCCUGCCCUUCCAG. The protein sequence of the target gene is MGVEIETISPGDGRTFPKKGQICVVHYTGMLQNGKKFDSSRDRNKPFKFRIGKQEVIKGFEEGTAQMSLGQRAKLTCTPDVAYGATGHPGVIPPNATLIFDVELLSLE. Result: 0 (no interaction). (10) The miRNA is hsa-miR-630 with sequence AGUAUUCUGUACCAGGGAAGGU. The protein sequence of the target gene is MAPKPKPWVQTEGPEKKKGRQAGREEDPFRSTAEALKAIPAEKRIIRVDPTCPLSSNPGTQVYEDYNCTLNQTNIENNNNKFYIIQLLQDSNRFFTCWNRWGRVGEVGQSKINHFTRLEDAKKDFEKKFREKTKNNWAERDHFVSHPGKYTLIEVQAEDEAQEAVVKVDRGPVRTVTKRVQPCSLDPATQKLITNIFSKEMFKNTMALMDLDVKKMPLGKLSKQQIARGFEALEALEEALKGPTDGGQSLEELSSHFYTVIPHNFGHSQPPPINSPELLQAKKDMLLVLADIELAQALQA.... Result: 1 (interaction).